From a dataset of Forward reaction prediction with 1.9M reactions from USPTO patents (1976-2016). Predict the product of the given reaction. (1) Given the reactants [F:1][CH2:2][C:3]1[O:7][N:6]=[C:5]([C:8]2[CH:13]=[CH:12][CH:11]=[CH:10][C:9]=2[O:14][CH3:15])[C:4]=1[C:16]([O:18]C(C)(C)C)=[O:17].C(O)(C(F)(F)F)=O.C(Cl)Cl, predict the reaction product. The product is: [F:1][CH2:2][C:3]1[O:7][N:6]=[C:5]([C:8]2[CH:13]=[CH:12][CH:11]=[CH:10][C:9]=2[O:14][CH3:15])[C:4]=1[C:16]([OH:18])=[O:17]. (2) The product is: [C:6]([NH:9][C@H:10]([C:11]([O:13][CH3:41])=[O:12])[CH2:14][S:15][C:16]([O:18][C:19]1[CH:24]=[CH:23][C:22]([C:25]2[CH:30]=[CH:29][C:28]([F:31])=[CH:27][C:26]=2[F:32])=[CH:21][C:20]=1[C:33]([O:35][C:36]([CH3:39])([CH3:38])[CH3:37])=[O:34])=[O:17])(=[O:8])[CH3:7]. Given the reactants OS(O)(=O)=O.[C:6]([NH:9][C@@H:10]([CH2:14][S:15][C:16]([O:18][C:19]1[CH:24]=[CH:23][C:22]([C:25]2[CH:30]=[CH:29][C:28]([F:31])=[CH:27][C:26]=2[F:32])=[CH:21][C:20]=1[C:33]([O:35][C:36]([CH3:39])([CH3:38])[CH3:37])=[O:34])=[O:17])[C:11]([OH:13])=[O:12])(=[O:8])[CH3:7].O.[CH3:41]O, predict the reaction product. (3) Given the reactants [Br:1][C:2]1[C:3]([NH:9][CH2:10][C@H:11]2C[CH2:15][CH2:14][N:13]([C:17]([O:19][C:20]([CH3:23])([CH3:22])[CH3:21])=[O:18])[CH2:12]2)=[N:4][C:5]([Cl:8])=[N:6][CH:7]=1.NCC1[O:31]CCN(C(OC(C)(C)C)=O)C1, predict the reaction product. The product is: [Br:1][C:2]1[C:3]([NH:9][CH2:10][CH:11]2[O:31][CH2:15][CH2:14][N:13]([C:17]([O:19][C:20]([CH3:23])([CH3:22])[CH3:21])=[O:18])[CH2:12]2)=[N:4][C:5]([Cl:8])=[N:6][CH:7]=1. (4) Given the reactants [N:1]([C@H:4]1[CH2:9][CH2:8][N:7]([CH2:10][CH2:11][N:12]2[C:21]3[C:16](=[C:17]([F:23])[CH:18]=[C:19]([F:22])[CH:20]=3)[CH:15]=[CH:14][C:13]2=[O:24])[CH2:6][C@H:5]1[OH:25])=[N+]=[N-].N[C@@H]1CCN(CCN2C3C(=C(F)C=C(F)C=3)C=CC2=O)C[C@@H]1C(OC)=O, predict the reaction product. The product is: [NH2:1][C@H:4]1[CH2:9][CH2:8][N:7]([CH2:10][CH2:11][N:12]2[C:21]3[C:16](=[C:17]([F:23])[CH:18]=[C:19]([F:22])[CH:20]=3)[CH:15]=[CH:14][C:13]2=[O:24])[CH2:6][C@H:5]1[OH:25]. (5) Given the reactants C([SiH](CC)CC)C.FC(F)(F)S(O[C:14]1[C:19]([N:20]2[CH:24]=[C:23]([CH3:25])[N:22]=[CH:21]2)=[CH:18][CH:17]=[C:16](/[CH:26]=[CH:27]/[C:28]2[N:46]=[C:31]3[CH:32]([C:36]4[CH:41]=[CH:40][CH:39]=[CH:38][C:37]=4[C:42]([F:45])([F:44])[F:43])[CH2:33][CH2:34][CH2:35][N:30]3[N:29]=2)[N:15]=1)(=O)=O, predict the reaction product. The product is: [CH3:25][C:23]1[N:22]=[CH:21][N:20]([C:19]2[CH:18]=[CH:17][C:16](/[CH:26]=[CH:27]/[C:28]3[N:46]=[C:31]4[CH:32]([C:36]5[CH:41]=[CH:40][CH:39]=[CH:38][C:37]=5[C:42]([F:44])([F:45])[F:43])[CH2:33][CH2:34][CH2:35][N:30]4[N:29]=3)=[N:15][CH:14]=2)[CH:24]=1. (6) Given the reactants [OH-].[Na+].C[O:4][C:5](=[O:34])[CH2:6][CH2:7][CH2:8][CH2:9][CH2:10][CH2:11][CH2:12][CH2:13][O:14][C:15]([C:28]1[CH:33]=[CH:32][CH:31]=[CH:30][CH:29]=1)([C:22]1[CH:27]=[CH:26][CH:25]=[CH:24][CH:23]=1)[C:16]1[CH:21]=[CH:20][CH:19]=[CH:18][CH:17]=1, predict the reaction product. The product is: [C:15]([O:14][CH2:13][CH2:12][CH2:11][CH2:10][CH2:9][CH2:8][CH2:7][CH2:6][C:5]([OH:34])=[O:4])([C:22]1[CH:23]=[CH:24][CH:25]=[CH:26][CH:27]=1)([C:28]1[CH:33]=[CH:32][CH:31]=[CH:30][CH:29]=1)[C:16]1[CH:17]=[CH:18][CH:19]=[CH:20][CH:21]=1.